Dataset: Forward reaction prediction with 1.9M reactions from USPTO patents (1976-2016). Task: Predict the product of the given reaction. (1) Given the reactants CS(O[CH2:6][CH2:7][CH2:8][CH2:9][NH:10][C:11]([O:13][CH2:14][C:15]1[CH:20]=[CH:19][CH:18]=[CH:17][CH:16]=1)=[O:12])(=O)=O.[CH2:21]([NH2:23])[CH3:22], predict the reaction product. The product is: [CH2:21]([NH:23][CH2:6][CH2:7][CH2:8][CH2:9][NH:10][C:11](=[O:12])[O:13][CH2:14][C:15]1[CH:20]=[CH:19][CH:18]=[CH:17][CH:16]=1)[CH3:22]. (2) The product is: [F:18][C:13]1[CH:12]=[C:11]([NH:10][C:8]([C:3]2[C:4]([CH3:7])=[N:5][S:6][C:2]=2[NH:1][C:20]2[N:25]=[C:24]([C:26]([NH:28][CH3:29])=[O:27])[CH:23]=[N:22][CH:21]=2)=[O:9])[CH:16]=[CH:15][C:14]=1[F:17]. Given the reactants [NH2:1][C:2]1[S:6][N:5]=[C:4]([CH3:7])[C:3]=1[C:8]([NH:10][C:11]1[CH:16]=[CH:15][C:14]([F:17])=[C:13]([F:18])[CH:12]=1)=[O:9].Cl[C:20]1[N:25]=[C:24]([C:26]([NH:28][CH3:29])=[O:27])[CH:23]=[N:22][CH:21]=1.C(=O)([O-])[O-].[Cs+].[Cs+].CC1(C)C2C(=C(P(C3C=CC=CC=3)C3C=CC=CC=3)C=CC=2)OC2C(P(C3C=CC=CC=3)C3C=CC=CC=3)=CC=CC1=2, predict the reaction product. (3) Given the reactants [H-].[Al+3].[Li+].[H-].[H-].[H-].[CH2:7]([C:10]1[CH:15]=[CH:14][C:13]([C@H:16]2[CH2:21][CH2:20][C@H:19]([CH:22]=[O:23])[CH2:18][CH2:17]2)=[CH:12][CH:11]=1)[CH2:8][CH3:9].C(OCC)(=O)C.N, predict the reaction product. The product is: [CH2:7]([C:10]1[CH:11]=[CH:12][C:13]([C@H:16]2[CH2:21][CH2:20][C@H:19]([CH2:22][OH:23])[CH2:18][CH2:17]2)=[CH:14][CH:15]=1)[CH2:8][CH3:9].